This data is from Full USPTO retrosynthesis dataset with 1.9M reactions from patents (1976-2016). The task is: Predict the reactants needed to synthesize the given product. (1) Given the product [F:9][C:8]([F:11])([F:10])[C:4]1[N:3]=[C:2]([N:19]2[CH2:20][CH2:21][C:16]3([CH2:12][N:13]([C:22]([O:24][C:25]([CH3:26])([CH3:27])[CH3:28])=[O:23])[CH2:14][CH2:15]3)[CH2:17][CH2:18]2)[CH:7]=[CH:6][N:5]=1, predict the reactants needed to synthesize it. The reactants are: Cl[C:2]1[CH:7]=[CH:6][N:5]=[C:4]([C:8]([F:11])([F:10])[F:9])[N:3]=1.[CH2:12]1[C:16]2([CH2:21][CH2:20][NH:19][CH2:18][CH2:17]2)[CH2:15][CH2:14][N:13]1[C:22]([O:24][C:25]([CH3:28])([CH3:27])[CH3:26])=[O:23].CCN(C(C)C)C(C)C. (2) Given the product [F:18][C:19]1[CH:20]=[C:21]([CH:24]=[CH:25][CH:26]=1)[CH2:22][NH:23][C:2]1[N:10]=[CH:9][N:8]=[C:7]2[C:3]=1[N:4]=[CH:5][N:6]2[C@H:11]1[C@H:15]([OH:16])[C@H:14]([OH:17])[CH2:13][S:12]1, predict the reactants needed to synthesize it. The reactants are: Cl[C:2]1[N:10]=[CH:9][N:8]=[C:7]2[C:3]=1[N:4]=[CH:5][N:6]2[C@H:11]1[C@@H:15]([OH:16])[C@H:14]([OH:17])[CH2:13][S:12]1.[F:18][C:19]1[CH:20]=[C:21]([CH:24]=[CH:25][CH:26]=1)[CH2:22][NH2:23]. (3) The reactants are: [H-].[Al+3].[Li+].[H-].[H-].[H-].[NH2:7][C:8]([CH3:21])([CH2:11][CH2:12][O:13][CH2:14][C:15]1[CH:20]=[CH:19][CH:18]=[CH:17][CH:16]=1)[C:9]#[N:10].O.[OH-].[Na+]. Given the product [CH2:14]([O:13][CH2:12][CH2:11][C:8]([CH3:21])([NH2:7])[CH2:9][NH2:10])[C:15]1[CH:20]=[CH:19][CH:18]=[CH:17][CH:16]=1, predict the reactants needed to synthesize it. (4) Given the product [Cl:1][C:2]1[CH:11]=[C:10]([N+:22]([O-:24])=[O:23])[C:9]2[NH:8][C:7](=[O:12])[C:6]3=[C:13]([CH3:16])[NH:14][N:15]=[C:5]3[C:4]=2[CH:3]=1, predict the reactants needed to synthesize it. The reactants are: [Cl:1][C:2]1[CH:11]=[CH:10][C:9]2[NH:8][C:7](=[O:12])[C:6]3=[C:13]([CH3:16])[NH:14][N:15]=[C:5]3[C:4]=2[CH:3]=1.S(=O)(=O)(O)O.[N+:22]([O-])([O-:24])=[O:23].[K+]. (5) Given the product [F:1][C:2]1[CH:3]=[CH:4][C:5]([CH:11]=[O:12])=[C:6]([CH:10]=1)[C:7]([OH:9])=[O:8], predict the reactants needed to synthesize it. The reactants are: [F:1][C:2]1[CH:3]=[CH:4][C:5]([CH2:11][OH:12])=[C:6]([CH:10]=1)[C:7]([OH:9])=[O:8]. (6) Given the product [CH2:32]([N:21]([CH2:20][C:19]1[C:14]([C:8]2[CH:7]=[C:6]([CH2:5][C:4]([OH:35])=[O:3])[CH:11]=[CH:10][C:9]=2[O:12][CH3:13])=[N:15][CH:16]=[C:17]([CH3:34])[CH:18]=1)[C:22](=[O:31])[CH2:23][CH2:24][C:25]1[CH:26]=[CH:27][CH:28]=[CH:29][CH:30]=1)[CH3:33], predict the reactants needed to synthesize it. The reactants are: C([O:3][C:4](=[O:35])[CH2:5][C:6]1[CH:11]=[CH:10][C:9]([O:12][CH3:13])=[C:8]([C:14]2[C:19]([CH2:20][N:21]([CH2:32][CH3:33])[C:22](=[O:31])[CH2:23][CH2:24][C:25]3[CH:30]=[CH:29][CH:28]=[CH:27][CH:26]=3)=[CH:18][C:17]([CH3:34])=[CH:16][N:15]=2)[CH:7]=1)C.[Li+].[OH-]. (7) Given the product [CH3:35][S:20][C:19](=[NH:21])[CH:18]([C:10]1[CH:9]=[C:8]([O:7][CH3:6])[C:13]2[O:14][CH2:15][CH2:16][O:17][C:12]=2[CH:11]=1)[NH:22][C:23]1[CH:24]=[CH:25][C:26]([C:29]2[N:33]=[C:32]([CH3:34])[O:31][N:30]=2)=[CH:27][CH:28]=1, predict the reactants needed to synthesize it. The reactants are: F[B-](F)(F)F.[CH3:6][O:7][C:8]1[C:13]2[O:14][CH2:15][CH2:16][O:17][C:12]=2[CH:11]=[C:10]([CH:18]([NH:22][C:23]2[CH:28]=[CH:27][C:26]([C:29]3[N:33]=[C:32]([CH3:34])[O:31][N:30]=3)=[CH:25][CH:24]=2)[C:19]([NH2:21])=[S:20])[CH:9]=1.[C:35](=O)([O-])O.[Na+].C(OCC)(=O)C.